From a dataset of Reaction yield outcomes from USPTO patents with 853,638 reactions. Predict the reaction yield, written as a fraction of the theoretical maximum amount of product (1.0 means a 100% yield; for example, 0.34 means a 34% yield). (1) The yield is 0.420. The reactants are [F:1][C:2]1[CH:3]=[C:4]([C:20]2[C:21]([C:26]#[N:27])=[CH:22][CH:23]=[CH:24][CH:25]=2)[CH:5]=[CH:6][C:7]=1[CH2:8][C:9]1[C:14](=[O:15])[NH:13][C:12]([CH3:16])=[N:11][C:10]=1[CH2:17][CH2:18][CH3:19].[CH:28]([O:31][C:32]1[CH:37]=[CH:36][C:35](B(O)O)=[CH:34][CH:33]=1)([CH3:30])[CH3:29].N1C=CC=CC=1.C(N(CC)CC)C. The product is [F:1][C:2]1[CH:3]=[C:4]([C:20]2[C:21]([C:26]#[N:27])=[CH:22][CH:23]=[CH:24][CH:25]=2)[CH:5]=[CH:6][C:7]=1[CH2:8][C:9]1[C:14](=[O:15])[N:13]([C:35]2[CH:36]=[CH:37][C:32]([O:31][CH:28]([CH3:30])[CH3:29])=[CH:33][CH:34]=2)[C:12]([CH3:16])=[N:11][C:10]=1[CH2:17][CH2:18][CH3:19]. The catalyst is C(OCC)(=O)C.C([O-])(=O)C.[Cu+2].C([O-])(=O)C.ClCCl. (2) The reactants are [Cl-].O[NH3+:3].[C:4](=[O:7])([O-])[OH:5].[Na+].CS(C)=O.[CH:13]([O:16][C:17]1[CH:22]=[CH:21][C:20]([C:23]2[C:28](=[O:29])[N:27]([CH2:30][C:31]3[CH:36]=[CH:35][C:34]([C:37]4[C:38]([C:43]#[N:44])=[CH:39][CH:40]=[CH:41][CH:42]=4)=[CH:33][CH:32]=3)[C:26]([CH2:45][CH2:46][CH3:47])=[N:25][C:24]=2[CH3:48])=[CH:19][CH:18]=1)([CH3:15])[CH3:14]. The catalyst is O. The product is [CH:13]([O:16][C:17]1[CH:18]=[CH:19][C:20]([C:23]2[C:28](=[O:29])[N:27]([CH2:30][C:31]3[CH:36]=[CH:35][C:34]([C:37]4[CH:42]=[CH:41][CH:40]=[CH:39][C:38]=4[C:43]4[NH:3][C:4](=[O:7])[O:5][N:44]=4)=[CH:33][CH:32]=3)[C:26]([CH2:45][CH2:46][CH3:47])=[N:25][C:24]=2[CH3:48])=[CH:21][CH:22]=1)([CH3:15])[CH3:14]. The yield is 0.660.